Dataset: NCI-60 drug combinations with 297,098 pairs across 59 cell lines. Task: Regression. Given two drug SMILES strings and cell line genomic features, predict the synergy score measuring deviation from expected non-interaction effect. (1) Drug 1: CCC1(CC2CC(C3=C(CCN(C2)C1)C4=CC=CC=C4N3)(C5=C(C=C6C(=C5)C78CCN9C7C(C=CC9)(C(C(C8N6C=O)(C(=O)OC)O)OC(=O)C)CC)OC)C(=O)OC)O.OS(=O)(=O)O. Drug 2: CC1C(C(CC(O1)OC2CC(OC(C2O)C)OC3=CC4=CC5=C(C(=O)C(C(C5)C(C(=O)C(C(C)O)O)OC)OC6CC(C(C(O6)C)O)OC7CC(C(C(O7)C)O)OC8CC(C(C(O8)C)O)(C)O)C(=C4C(=C3C)O)O)O)O. Cell line: HCC-2998. Synergy scores: CSS=57.6, Synergy_ZIP=2.14, Synergy_Bliss=2.73, Synergy_Loewe=0.499, Synergy_HSA=0.276. (2) Drug 1: CC1=C(N=C(N=C1N)C(CC(=O)N)NCC(C(=O)N)N)C(=O)NC(C(C2=CN=CN2)OC3C(C(C(C(O3)CO)O)O)OC4C(C(C(C(O4)CO)O)OC(=O)N)O)C(=O)NC(C)C(C(C)C(=O)NC(C(C)O)C(=O)NCCC5=NC(=CS5)C6=NC(=CS6)C(=O)NCCC[S+](C)C)O. Drug 2: C1CN(CCN1C(=O)CCBr)C(=O)CCBr. Cell line: U251. Synergy scores: CSS=64.8, Synergy_ZIP=-1.50, Synergy_Bliss=-1.21, Synergy_Loewe=1.07, Synergy_HSA=4.20. (3) Drug 1: CN(C)N=NC1=C(NC=N1)C(=O)N. Drug 2: C1=CN(C=N1)CC(O)(P(=O)(O)O)P(=O)(O)O. Cell line: BT-549. Synergy scores: CSS=-3.78, Synergy_ZIP=2.48, Synergy_Bliss=1.60, Synergy_Loewe=-0.196, Synergy_HSA=0.201. (4) Drug 1: CCCCCOC(=O)NC1=NC(=O)N(C=C1F)C2C(C(C(O2)C)O)O. Drug 2: C1C(C(OC1N2C=NC3=C2NC=NCC3O)CO)O. Cell line: SF-295. Synergy scores: CSS=-0.389, Synergy_ZIP=-1.35, Synergy_Bliss=-1.75, Synergy_Loewe=-4.20, Synergy_HSA=-2.76. (5) Drug 1: C1=NC2=C(N=C(N=C2N1C3C(C(C(O3)CO)O)F)Cl)N. Drug 2: CCC1(C2=C(COC1=O)C(=O)N3CC4=CC5=C(C=CC(=C5CN(C)C)O)N=C4C3=C2)O.Cl. Cell line: HOP-62. Synergy scores: CSS=64.3, Synergy_ZIP=3.40, Synergy_Bliss=0.984, Synergy_Loewe=-5.99, Synergy_HSA=1.08. (6) Drug 1: CN1C(=O)N2C=NC(=C2N=N1)C(=O)N. Drug 2: C(CN)CNCCSP(=O)(O)O. Cell line: NCI-H460. Synergy scores: CSS=0.296, Synergy_ZIP=0.0860, Synergy_Bliss=0.174, Synergy_Loewe=1.73, Synergy_HSA=-1.21. (7) Drug 1: C1=CC(=CC=C1CCC2=CNC3=C2C(=O)NC(=N3)N)C(=O)NC(CCC(=O)O)C(=O)O. Drug 2: CC1=C(C(=O)C2=C(C1=O)N3CC4C(C3(C2COC(=O)N)OC)N4)N. Cell line: NCI-H460. Synergy scores: CSS=59.1, Synergy_ZIP=-7.35, Synergy_Bliss=-10.6, Synergy_Loewe=-9.36, Synergy_HSA=-4.43. (8) Drug 1: C1=CN(C(=O)N=C1N)C2C(C(C(O2)CO)O)O.Cl. Drug 2: N.N.Cl[Pt+2]Cl. Cell line: SK-OV-3. Synergy scores: CSS=32.7, Synergy_ZIP=-5.97, Synergy_Bliss=1.31, Synergy_Loewe=0.341, Synergy_HSA=1.71.